The task is: Regression. Given a peptide amino acid sequence and an MHC pseudo amino acid sequence, predict their binding affinity value. This is MHC class I binding data.. This data is from Peptide-MHC class I binding affinity with 185,985 pairs from IEDB/IMGT. (1) The peptide sequence is FRGRGVFEL. The MHC is HLA-B39:01 with pseudo-sequence HLA-B39:01. The binding affinity (normalized) is 0.618. (2) The peptide sequence is NQQVTNSKY. The MHC is HLA-B57:01 with pseudo-sequence HLA-B57:01. The binding affinity (normalized) is 0.0847. (3) The peptide sequence is VSPLFLTS. The MHC is H-2-Db with pseudo-sequence H-2-Db. The binding affinity (normalized) is 0.0172. (4) The peptide sequence is ARYARAAAA. The MHC is HLA-A23:01 with pseudo-sequence HLA-A23:01. The binding affinity (normalized) is 0. (5) The peptide sequence is HWMDATFNI. The MHC is HLA-B39:01 with pseudo-sequence HLA-B39:01. The binding affinity (normalized) is 0.0847. (6) The peptide sequence is GIAIFNNRNL. The binding affinity (normalized) is 0.296. The MHC is HLA-A02:03 with pseudo-sequence HLA-A02:03.